Dataset: Full USPTO retrosynthesis dataset with 1.9M reactions from patents (1976-2016). Task: Predict the reactants needed to synthesize the given product. (1) Given the product [Cl:9][C:10]1[CH:11]=[C:12]([CH:17]([CH:20]([OH:27])[C:21]2[CH:26]=[CH:25][CH:24]=[CH:23][CH:22]=2)[C:18]#[N:19])[CH:13]=[CH:14][C:15]=1[Cl:16], predict the reactants needed to synthesize it. The reactants are: C([N-]C(C)C)(C)C.[Li+].[Cl:9][C:10]1[CH:11]=[C:12]([CH2:17][C:18]#[N:19])[CH:13]=[CH:14][C:15]=1[Cl:16].[CH:20](=[O:27])[C:21]1[CH:26]=[CH:25][CH:24]=[CH:23][CH:22]=1. (2) Given the product [NH2:32][C:28]1[CH:27]=[C:26]([NH:33][C:11](=[O:13])[CH2:10][CH2:9][NH:8][C:1](=[O:2])[O:3][C:4]([CH3:5])([CH3:6])[CH3:7])[CH:31]=[CH:30][CH:29]=1, predict the reactants needed to synthesize it. The reactants are: [C:1]([NH:8][CH2:9][CH2:10][C:11]([OH:13])=O)([O:3][C:4]([CH3:7])([CH3:6])[CH3:5])=[O:2].C(N1C=CN=C1)(N1C=CN=C1)=O.[C:26]1([NH2:33])[CH:31]=[CH:30][CH:29]=[C:28]([NH2:32])[CH:27]=1.C(=O)([O-])O.[Na+]. (3) The reactants are: [F:1][C:2]1[CH:36]=[CH:35][C:5]([CH2:6][C:7]2[CH:16]=[C:15]3[C:10]([C:11]([OH:34])=[C:12]([C:29]([O:31]CC)=O)[C:13](=[O:28])[N:14]3[CH2:17][C:18]3[CH:23]=[CH:22][C:21]([S:24]([CH3:27])(=[O:26])=[O:25])=[CH:20][CH:19]=3)=[N:9][CH:8]=2)=[CH:4][CH:3]=1.[NH2:37][CH2:38][C:39]1[CH:44]=[CH:43][N:42]=[CH:41][CH:40]=1. Given the product [F:1][C:2]1[CH:36]=[CH:35][C:5]([CH2:6][C:7]2[CH:16]=[C:15]3[C:10]([C:11]([OH:34])=[C:12]([C:29]([NH:37][CH2:38][C:39]4[CH:44]=[CH:43][N:42]=[CH:41][CH:40]=4)=[O:31])[C:13](=[O:28])[N:14]3[CH2:17][C:18]3[CH:19]=[CH:20][C:21]([S:24]([CH3:27])(=[O:26])=[O:25])=[CH:22][CH:23]=3)=[N:9][CH:8]=2)=[CH:4][CH:3]=1, predict the reactants needed to synthesize it. (4) Given the product [CH3:42][N:35]1[C:36]2[CH:41]=[CH:40][CH:39]=[CH:38][C:37]=2[N:33]([CH2:32][CH2:31][CH2:30][N:9]2[CH2:10][CH2:11][C:6]3([N:5]([C:12]4[CH:13]=[CH:14][CH:15]=[CH:16][CH:17]=4)[CH2:4][N:3]([CH2:18][C:19]4[CH:20]=[C:21]([CH:26]=[CH:27][CH:28]=4)[C:22]([O:24][CH3:25])=[O:23])[C:2]3=[O:1])[CH2:7][CH2:8]2)[C:34]1=[O:43], predict the reactants needed to synthesize it. The reactants are: [O:1]=[C:2]1[C:6]2([CH2:11][CH2:10][NH:9][CH2:8][CH2:7]2)[N:5]([C:12]2[CH:17]=[CH:16][CH:15]=[CH:14][CH:13]=2)[CH2:4][N:3]1[CH2:18][C:19]1[CH:20]=[C:21]([CH:26]=[CH:27][CH:28]=1)[C:22]([O:24][CH3:25])=[O:23].I[CH2:30][CH2:31][CH2:32][N:33]1[C:37]2[CH:38]=[CH:39][CH:40]=[CH:41][C:36]=2[N:35]([CH3:42])[C:34]1=[O:43].C(=O)([O-])[O-].[K+].[K+].C(OCC)(=O)C. (5) Given the product [ClH:1].[CH3:2][CH2:3][CH:4]([O:7][C:11](=[O:12])[C@H:9]([CH3:10])[NH2:8])[CH2:5][CH3:6], predict the reactants needed to synthesize it. The reactants are: [Cl-:1].[CH3:2][CH2:3][CH:4]([OH:7])[CH2:5][CH3:6].[NH2:8][C@H:9]([C:11](O)=[O:12])[CH3:10]. (6) Given the product [O:63]=[C:53]1[N:52]([CH:49]2[CH2:48][CH2:47][N:46]([C:44]([O:43][C@H:11]([CH2:10][C:4]3[CH:5]=[C:6]([Br:9])[C:7]([OH:8])=[C:2]([Br:1])[CH:3]=3)[C:12](=[O:13])[N:14]3[CH2:19][CH2:18][CH:17]([N:20]4[CH2:21][CH2:22][NH:23][CH2:24][CH2:25]4)[CH2:16][CH2:15]3)=[O:45])[CH2:51][CH2:50]2)[CH2:58][CH2:57][C:56]2[CH:59]=[CH:60][CH:61]=[CH:62][C:55]=2[NH:54]1, predict the reactants needed to synthesize it. The reactants are: [Br:1][C:2]1[CH:3]=[C:4]([CH2:10][C@@H:11]([O:43][C:44]([N:46]2[CH2:51][CH2:50][CH:49]([N:52]3[CH2:58][CH2:57][C:56]4[CH:59]=[CH:60][CH:61]=[CH:62][C:55]=4[NH:54][C:53]3=[O:63])[CH2:48][CH2:47]2)=[O:45])[C:12]([N:14]2[CH2:19][CH2:18][CH:17]([N:20]3[CH2:25][CH2:24][N:23](C(OCC4C5C=CC=CC=5C5C4=CC=CC=5)=O)[CH2:22][CH2:21]3)[CH2:16][CH2:15]2)=[O:13])[CH:5]=[C:6]([Br:9])[C:7]=1[OH:8]. (7) The reactants are: B1([C:12]2[O:16][CH:15]=[CH:14][CH:13]=2)OC(=O)CN(C)CC(=O)O1.Br[C:18]1[CH:23]=[CH:22][N:21]=[C:20]([O:24][CH3:25])[N:19]=1.C1(P(C2CCCCC2)C2C=CC=CC=2C2C(OC)=CC=CC=2OC)CCCCC1.P([O-])([O-])([O-])=O.[K+].[K+].[K+]. Given the product [O:16]1[CH:15]=[CH:14][CH:13]=[C:12]1[C:18]1[CH:23]=[CH:22][N:21]=[C:20]([O:24][CH3:25])[N:19]=1, predict the reactants needed to synthesize it. (8) Given the product [CH3:1][C:2]1([CH3:25])[C:3]2[CH:4]=[C:5]([C:27]3[CH:28]=[CH:29][C:38]4[N:37]5[C:41]6[CH:42]=[CH:43][CH:44]=[CH:45][C:46]=6[C:30]([CH3:48])([CH3:47])[C:31]6[C:36]5=[C:35]([CH:34]=[CH:33][CH:32]=6)[C:39]=4[CH:40]=3)[CH:6]=[CH:7][C:8]=2[N:9]([C:21]2[CH:20]=[CH:19][CH:18]=[CH:17][CH:16]=2)[C:10]2[C:15]1=[CH:14][CH:13]=[CH:12][CH:11]=2, predict the reactants needed to synthesize it. The reactants are: [CH3:1][C:2]1([CH3:25])[C:15]2[C:10]3=[C:11]([C:16]4[CH:17]=[C:18](B(O)O)[CH:19]=[CH:20][C:21]=4[N:9]3[C:8]3[CH:7]=[CH:6][CH:5]=[CH:4][C:3]1=3)[CH:12]=[CH:13][CH:14]=2.Cl[C:27]1[CH:40]=[CH:39][C:38]2[N:37]([C:41]3[CH:46]=[CH:45][CH:44]=[CH:43][CH:42]=3)[C:36]3[C:31](=[CH:32][CH:33]=[CH:34][CH:35]=3)[C:30]([CH3:48])([CH3:47])[C:29]=2[CH:28]=1.C(=O)([O-])[O-].[Na+].[Na+].C1(C)C=CC=CC=1P(C1C=CC=CC=1C)C1C=CC=CC=1C.